The task is: Predict the product of the given reaction.. This data is from Forward reaction prediction with 1.9M reactions from USPTO patents (1976-2016). (1) Given the reactants [Br:1][C:2]1[CH:3]=[C:4]2[C:10]([CH3:11])=[C:9]([Si](C)(C)C)[NH:8][C:5]2=[N:6][CH:7]=1.Cl, predict the reaction product. The product is: [Br:1][C:2]1[CH:3]=[C:4]2[C:10]([CH3:11])=[CH:9][NH:8][C:5]2=[N:6][CH:7]=1. (2) Given the reactants [Br:1][C:2]1[CH:7]=[C:6]([CH:8]=O)[CH:5]=[CH:4][N:3]=1.Cl.[CH:11]1([NH:17][C:18]([CH:20]2[CH2:25][CH2:24][NH:23][CH2:22][CH2:21]2)=[O:19])[CH2:16][CH2:15][CH2:14][CH2:13][CH2:12]1.CCN(C(C)C)C(C)C.C(O[BH-](OC(=O)C)OC(=O)C)(=O)C.[Na+].C([O-])(O)=O.[Na+], predict the reaction product. The product is: [CH:11]1([NH:17][C:18]([CH:20]2[CH2:21][CH2:22][N:23]([CH2:8][C:6]3[CH:5]=[CH:4][N:3]=[C:2]([Br:1])[CH:7]=3)[CH2:24][CH2:25]2)=[O:19])[CH2:12][CH2:13][CH2:14][CH2:15][CH2:16]1. (3) Given the reactants [C:1]([C:3]1[C@@H:8]([C:9]2[CH:14]=[CH:13][C:12]([C:15]#[N:16])=[CH:11][C:10]=2[S:17]([CH3:20])(=[O:19])=[O:18])[N:7]([C:21](OC2C=CC([N+]([O-])=O)=CC=2)=[O:22])[C:6](=[O:33])[N:5]([C:34]2[CH:39]=[CH:38][CH:37]=[C:36]([C:40]([F:43])([F:42])[F:41])[CH:35]=2)[C:4]=1[CH3:44])#[N:2].[N:45]([CH2:50][CH2:51][OH:52])([CH2:47][CH2:48][OH:49])[NH2:46], predict the reaction product. The product is: [C:1]([C:3]1[C@@H:8]([C:9]2[CH:14]=[CH:13][C:12]([C:15]#[N:16])=[CH:11][C:10]=2[S:17]([CH3:20])(=[O:19])=[O:18])[N:7]([C:21]([NH:46][N:45]([CH2:50][CH2:51][OH:52])[CH2:47][CH2:48][OH:49])=[O:22])[C:6](=[O:33])[N:5]([C:34]2[CH:39]=[CH:38][CH:37]=[C:36]([C:40]([F:43])([F:41])[F:42])[CH:35]=2)[C:4]=1[CH3:44])#[N:2]. (4) Given the reactants [N+:1]([C:4]1[CH:40]=[CH:39][C:7]([C:8]([O:10][C@H:11]2[CH2:19][C:18]3[C:13](=[CH:14][CH:15]=[CH:16][CH:17]=3)[C@@H:12]2[NH:20][C:21]2[C:26]([CH2:27][CH3:28])=[N:25][C:24]([C:29]3[CH:34]=[CH:33][C:32]([Cl:35])=[CH:31][C:30]=3[Cl:36])=[C:23]([CH2:37][CH3:38])[N:22]=2)=[O:9])=[CH:6][CH:5]=1)([O-:3])=[O:2].C(C1C(N[C@@H]2C3C(=CC=CC=3)C[C@@H]2O)=NC(CC)=CN=1)C, predict the reaction product. The product is: [N+:1]([C:4]1[CH:5]=[CH:6][C:7]([C:8]([O:10][C@@H:11]2[CH2:19][C:18]3[C:13](=[CH:14][CH:15]=[CH:16][CH:17]=3)[C@H:12]2[NH:20][C:21]2[C:26]([CH2:27][CH3:28])=[N:25][C:24]([C:29]3[CH:34]=[CH:33][C:32]([Cl:35])=[CH:31][C:30]=3[Cl:36])=[C:23]([CH2:37][CH3:38])[N:22]=2)=[O:9])=[CH:39][CH:40]=1)([O-:3])=[O:2]. (5) Given the reactants [CH3:1][N:2]1[C:7](=[O:8])[C:6]2=[C:9]([S:23][CH2:24][CH2:25][CH2:26][C:27]([OH:29])=[O:28])[N:10]([CH2:12][C:13]3[C:22]4[C:17](=[CH:18][CH:19]=[CH:20][CH:21]=4)[CH:16]=[CH:15][CH:14]=3)[CH:11]=[C:5]2[N:4]([CH2:30][CH:31]([CH3:33])[CH3:32])[C:3]1=[O:34].[OH-:35].[Na+:36], predict the reaction product. The product is: [CH3:1][N:2]1[C:7](=[O:8])[C:6]2=[C:9]([S:23][CH2:24][CH2:25][CH2:26][C:27]([OH:29])=[O:28])[N:10]([CH2:12][C:13]3[C:22]4[C:17](=[CH:18][CH:19]=[CH:20][CH:21]=4)[CH:16]=[CH:15][CH:14]=3)[CH:11]=[C:5]2[N:4]([CH2:30][CH:31]([CH3:32])[CH3:33])[C:3]1=[O:34].[C:27](=[O:28])([O-:35])[O-:29].[Na+:36].[Na+:36]. (6) Given the reactants [F:1][C:2]1[CH:34]=[CH:33][C:5]([C:6](/[N:8]=[C:9]2\[NH:10][C:11]3[CH:25]=[CH:24][C:23]([CH2:26][N:27]4[CH2:32][CH2:31][CH2:30][CH2:29][CH2:28]4)=[CH:22][C:12]=3[N:13]\2[C@H:14]2[CH2:19][CH2:18][C@@H:17]([CH:20]=O)[CH2:16][CH2:15]2)=[O:7])=[CH:4][CH:3]=1.[CH:35]([NH2:38])([CH3:37])[CH3:36].CC(O)=O.C([BH3-])#N.[Na+], predict the reaction product. The product is: [F:1][C:2]1[CH:3]=[CH:4][C:5]([C:6](/[N:8]=[C:9]2\[NH:10][C:11]3[CH:25]=[CH:24][C:23]([CH2:26][N:27]4[CH2:32][CH2:31][CH2:30][CH2:29][CH2:28]4)=[CH:22][C:12]=3[N:13]\2[C@H:14]2[CH2:19][CH2:18][C@@H:17]([CH2:20][NH:38][CH:35]([CH3:37])[CH3:36])[CH2:16][CH2:15]2)=[O:7])=[CH:33][CH:34]=1. (7) Given the reactants I[C:2]1[C:10]2[C:5](=[CH:6][CH:7]=[C:8]([NH:11][C:12](=[O:24])[CH:13]([N:19]3[CH2:23][CH2:22][CH2:21][CH2:20]3)[C:14]3[CH:18]=[CH:17][S:16][CH:15]=3)[CH:9]=2)[NH:4][N:3]=1.CC1(C)C(C)(C)OB([C:33]2[CH:38]=[CH:37][C:36]([NH:39][CH:40]3[CH2:45][CH2:44][O:43][CH2:42][CH2:41]3)=[CH:35][CH:34]=2)O1.C([O-])([O-])=O.[Na+].[Na+], predict the reaction product. The product is: [N:19]1([CH:13]([C:14]2[CH:18]=[CH:17][S:16][CH:15]=2)[C:12]([NH:11][C:8]2[CH:9]=[C:10]3[C:5](=[CH:6][CH:7]=2)[NH:4][N:3]=[C:2]3[C:33]2[CH:38]=[CH:37][C:36]([NH:39][CH:40]3[CH2:41][CH2:42][O:43][CH2:44][CH2:45]3)=[CH:35][CH:34]=2)=[O:24])[CH2:23][CH2:22][CH2:21][CH2:20]1. (8) Given the reactants [CH3:1][N:2]([CH2:13][C:14]1[NH:18][C:17]2[CH:19]=[CH:20][CH:21]=[C:22](C(O)=O)[C:16]=2[N:15]=1)[CH:3]1[C:12]2[N:11]=[CH:10][CH:9]=[CH:8][C:7]=2[CH2:6][CH2:5][CH2:4]1.[O:39]=[C:35]1[N:34](P(Cl)([N:34]2[CH2:38][CH2:37]O[C:35]2=[O:39])=O)[CH2:38][CH2:37]O1.[CH:41]([N:44](CC)[CH:45](C)C)(C)C, predict the reaction product. The product is: [CH3:1][N:2]([CH2:13][C:14]1[NH:18][C:17]2[CH:19]=[CH:20][CH:21]=[C:22]([C:35]([NH:34][CH:38]3[CH2:37][CH2:45][NH:44][CH2:41]3)=[O:39])[C:16]=2[N:15]=1)[CH:3]1[C:12]2[N:11]=[CH:10][CH:9]=[CH:8][C:7]=2[CH2:6][CH2:5][CH2:4]1.